Dataset: Reaction yield outcomes from USPTO patents with 853,638 reactions. Task: Predict the reaction yield, written as a fraction of the theoretical maximum amount of product (1.0 means a 100% yield; for example, 0.34 means a 34% yield). (1) The reactants are [CH2:1]([O:3][C:4]([C:6]1([C:9]2[CH:14]=[CH:13][C:12]([C:15]3[CH:20]=[CH:19][C:18]([C:21]4[S:22][C:23]([Cl:29])=[CH:24][C:25]=4C(=O)N)=[CH:17][C:16]=3[O:30][CH3:31])=[CH:11][CH:10]=2)[CH2:8][CH2:7]1)=[O:5])[CH3:2].[N:32]1[CH:37]=CC=CC=1.FC(F)(F)C(OI(C1C=CC=CC=1)OC(=O)C(F)(F)F)=[O:41].[Cl:59][C:60]1[C:61]([CH:65]([OH:67])[CH3:66])=[CH:62][S:63][CH:64]=1. The catalyst is C1(C)C=CC=CC=1.O.C(OCC)(=O)C. The product is [CH2:1]([O:3][C:4]([C:6]1([C:9]2[CH:14]=[CH:13][C:12]([C:15]3[CH:20]=[CH:19][C:18]([C:21]4[S:22][C:23]([Cl:29])=[CH:24][C:25]=4[NH:32][C:37]([O:67][CH:65]([C:61]4[C:60]([Cl:59])=[CH:64][S:63][CH:62]=4)[CH3:66])=[O:41])=[CH:17][C:16]=3[O:30][CH3:31])=[CH:11][CH:10]=2)[CH2:7][CH2:8]1)=[O:5])[CH3:2]. The yield is 0.790. (2) The reactants are [OH-].[K+].[N+:3]([C:6]1[CH:11]=[CH:10][CH:9]=[CH:8][C:7]=1[S:12]([NH:15][C:16]1[CH:21]=[CH:20][CH:19]=[CH:18][CH:17]=1)(=[O:14])=[O:13])([O-:5])=[O:4].[Br:22][C:23]1[CH:24]=[CH:25][C:26]2[N:27]([CH2:37][CH2:38][CH2:39]Br)[C:28]3[C:33]([C:34]=2[CH:35]=1)=[CH:32][C:31]([Br:36])=[CH:30][CH:29]=3. The catalyst is CN(C=O)C.CCOC(C)=O. The product is [Br:36][C:31]1[CH:30]=[CH:29][C:28]2[N:27]([CH2:37][CH2:38][CH2:39][N:15]([C:16]3[CH:17]=[CH:18][CH:19]=[CH:20][CH:21]=3)[S:12]([C:7]3[CH:8]=[CH:9][CH:10]=[CH:11][C:6]=3[N+:3]([O-:5])=[O:4])(=[O:14])=[O:13])[C:26]3[C:34]([C:33]=2[CH:32]=1)=[CH:35][C:23]([Br:22])=[CH:24][CH:25]=3. The yield is 0.355. (3) The reactants are [CH3:1][N:2]([CH2:10][CH:11]=[O:12])[C:3](=[O:9])[O:4][C:5]([CH3:8])([CH3:7])[CH3:6].[C:13]([O:17][CH3:18])(=[O:16])[CH:14]=[CH2:15].N12CCN(CC1)CC2. No catalyst specified. The product is [C:5]([O:4][C:3]([N:2]([CH3:1])[CH2:10][CH:11]([OH:12])[C:14](=[CH2:15])[C:13]([O:17][CH3:18])=[O:16])=[O:9])([CH3:8])([CH3:6])[CH3:7]. The yield is 0.920. (4) The reactants are S(=O)(=O)(O)O.[N+:6]([O-:9])([OH:8])=[O:7].Br[CH2:11][CH2:12][CH2:13][CH2:14][C:15]([OH:17])=[O:16]. The catalyst is ClCCl. The product is [N+:6]([O:9][CH2:11][CH2:12][CH2:13][CH2:14][C:15]([OH:17])=[O:16])([O-:8])=[O:7]. The yield is 0.580. (5) The reactants are [F:1][C:2]1[CH:7]=[C:6]([O:8][C:9]2[CH:14]=[CH:13][N:12]=[C:11]([NH:15][C:16]([N:18]([CH3:26])[CH:19]3[CH2:24][CH2:23][N:22]([CH3:25])[CH2:21][CH2:20]3)=[O:17])[CH:10]=2)[CH:5]=[CH:4][C:3]=1[NH:27][C:28]([C:30]1([C:33]([OH:35])=O)[CH2:32][CH2:31]1)=[O:29].[NH2:36][C:37]1[CH:38]=[N:39][CH:40]=[CH:41][CH:42]=1.C(N(CC)CC)C.F[P-](F)(F)(F)(F)F.N1(O[P+](N(C)C)(N(C)C)N(C)C)C2C=CC=CC=2N=N1. The catalyst is CN(C)C=O. The product is [F:1][C:2]1[CH:7]=[C:6]([O:8][C:9]2[CH:14]=[CH:13][N:12]=[C:11]([NH:15][C:16]([N:18]([CH3:26])[CH:19]3[CH2:20][CH2:21][N:22]([CH3:25])[CH2:23][CH2:24]3)=[O:17])[CH:10]=2)[CH:5]=[CH:4][C:3]=1[NH:27][C:28]([C:30]1([C:33]([NH:36][C:37]2[CH:38]=[N:39][CH:40]=[CH:41][CH:42]=2)=[O:35])[CH2:31][CH2:32]1)=[O:29]. The yield is 0.320. (6) The reactants are [Br:1][C:2]1[CH:3]=[CH:4][C:5](F)=[C:6](/[C:8](=[N:22]\[OH:23])/[CH:9]2[CH2:14][CH2:13][N:12]([C:15]([O:17][C:18]([CH3:21])([CH3:20])[CH3:19])=[O:16])[CH2:11][CH2:10]2)[CH:7]=1.CC(C)([O-])C.[K+]. The catalyst is CN(C)C=O. The product is [Br:1][C:2]1[CH:3]=[CH:4][C:5]2[O:23][N:22]=[C:8]([CH:9]3[CH2:14][CH2:13][N:12]([C:15]([O:17][C:18]([CH3:21])([CH3:20])[CH3:19])=[O:16])[CH2:11][CH2:10]3)[C:6]=2[CH:7]=1. The yield is 0.330. (7) The reactants are [Br:1][C:2]1[S:3][C:4]([Br:14])=[CH:5][C:6]=1[CH2:7][CH2:8][CH2:9][CH2:10][CH2:11][CH2:12]Br.[OH:15][C:16]1[CH:21]=[CH:20][C:19](/[CH:22]=[CH:23]/[C:24](=[O:26])[CH3:25])=[CH:18][CH:17]=1.C([O-])([O-])=O.[K+].[K+]. The catalyst is CN(C)C=O.Cl. The product is [Br:1][C:2]1[S:3][C:4]([Br:14])=[CH:5][C:6]=1[CH2:7][CH2:8][CH2:9][CH2:10][CH2:11][CH2:12][O:15][C:16]1[CH:17]=[CH:18][C:19](/[CH:22]=[CH:23]/[C:24](=[O:26])[CH3:25])=[CH:20][CH:21]=1. The yield is 0.440. (8) The reactants are Cl.Cl.[Cl:3][C:4]1[CH:9]=[CH:8][CH:7]=[CH:6][C:5]=1[NH:10][C:11]1[CH:19]=[C:18]2[C:14]([C:15]([C:20]3[CH:21]=[C:22]([CH:26]=[CH:27][CH:28]=3)[C:23](O)=[O:24])=[N:16][NH:17]2)=[CH:13][CH:12]=1.[CH3:29][N:30]1[CH2:35][CH2:34][NH:33][CH2:32][CH2:31]1.ON1C2C=CC=CC=2N=N1. No catalyst specified. The product is [Cl:3][C:4]1[CH:9]=[CH:8][CH:7]=[CH:6][C:5]=1[NH:10][C:11]1[CH:19]=[C:18]2[C:14]([C:15]([C:20]3[CH:28]=[CH:27][CH:26]=[C:22]([C:23]([N:33]4[CH2:34][CH2:35][N:30]([CH3:29])[CH2:31][CH2:32]4)=[O:24])[CH:21]=3)=[N:16][NH:17]2)=[CH:13][CH:12]=1. The yield is 0.810.